From a dataset of Reaction yield outcomes from USPTO patents with 853,638 reactions. Predict the reaction yield, written as a fraction of the theoretical maximum amount of product (1.0 means a 100% yield; for example, 0.34 means a 34% yield). (1) The reactants are [F:1][C:2]1[C:3]([O:10][CH3:11])=[C:4]([CH:6]=[C:7]([F:9])[CH:8]=1)[NH2:5].C(N(CC)CC)C.[C:19](Cl)(=[O:24])[C:20]([CH3:23])([CH3:22])[CH3:21]. The catalyst is C1COCC1. The product is [F:1][C:2]1[C:3]([O:10][CH3:11])=[C:4]([NH:5][C:19](=[O:24])[C:20]([CH3:23])([CH3:22])[CH3:21])[CH:6]=[C:7]([F:9])[CH:8]=1. The yield is 0.950. (2) The reactants are Br[C:2]1[CH:11]=[CH:10][CH:9]=[C:8]([F:12])[C:3]=1[C:4]([O:6][CH3:7])=[O:5].[CH:13]1(B(O)O)[CH2:15][CH2:14]1.[O-]P([O-])([O-])=O.[K+].[K+].[K+].C1(C)C=CC=CC=1. The catalyst is C1C=CC([P]([Pd]([P](C2C=CC=CC=2)(C2C=CC=CC=2)C2C=CC=CC=2)([P](C2C=CC=CC=2)(C2C=CC=CC=2)C2C=CC=CC=2)[P](C2C=CC=CC=2)(C2C=CC=CC=2)C2C=CC=CC=2)(C2C=CC=CC=2)C2C=CC=CC=2)=CC=1.O. The product is [CH:13]1([C:2]2[CH:11]=[CH:10][CH:9]=[C:8]([F:12])[C:3]=2[C:4]([O:6][CH3:7])=[O:5])[CH2:15][CH2:14]1. The yield is 0.990. (3) The reactants are [CH2:1]([N:8]1[C:13](=[O:14])[C:12]([CH2:15][C:16]2[CH:21]=[CH:20][C:19]([C:22]3[C:23]([C:28]#[N:29])=[CH:24][CH:25]=[CH:26][CH:27]=3)=[CH:18][CH:17]=2)=[C:11]([CH2:30][CH2:31][CH2:32][CH3:33])[N:10]=[C:9]1[CH2:34]O)[C:2]1[CH:7]=[CH:6][CH:5]=[CH:4][CH:3]=1.COCCN(S(F)(F)[F:46])CCOC.C(=O)([O-])O.[Na+]. The catalyst is ClCCl. The product is [CH2:1]([N:8]1[C:13](=[O:14])[C:12]([CH2:15][C:16]2[CH:21]=[CH:20][C:19]([C:22]3[C:23]([C:28]#[N:29])=[CH:24][CH:25]=[CH:26][CH:27]=3)=[CH:18][CH:17]=2)=[C:11]([CH2:30][CH2:31][CH2:32][CH3:33])[N:10]=[C:9]1[CH2:34][F:46])[C:2]1[CH:7]=[CH:6][CH:5]=[CH:4][CH:3]=1. The yield is 0.410. (4) The catalyst is C(O)(C)C. The product is [NH3:2].[CH3:5][OH:6].[CH3:28][N:29]([C:48]1[N:53]=[CH:52][C:51]([C:54]2[CH:59]=[CH:58][N:57]=[C:56]([NH:60][C:61]3[CH:66]=[CH:65][C:64]([N:67]4[CH2:72][C@@H:71]5[CH2:73][C@H:68]4[CH2:69][N:70]5[CH3:74])=[C:63]([CH3:75])[CH:62]=3)[N:55]=2)=[CH:50][CH:49]=1)[CH3:30]. The yield is 0.0100. The reactants are C[N:2](C)C=C[C:5](C1C=NC(Cl)=CC=1)=[O:6].OC(C(F)(F)F)=O.CC1C=C(NC(N)=N)C=C[C:28]=1[N:29]1C[C@@H]2C[C@H:30]1CN2C.C([O-])([O-])=O.[K+].[K+].Cl[C:48]1[N:53]=[CH:52][C:51]([C:54]2[CH:59]=[CH:58][N:57]=[C:56]([NH:60][C:61]3[CH:66]=[CH:65][C:64]([N:67]4[CH2:72][C@@H:71]5[CH2:73][C@H:68]4[CH2:69][N:70]5[CH3:74])=[C:63]([CH3:75])[CH:62]=3)[N:55]=2)=[CH:50][CH:49]=1.N(C)C.Cl. (5) The reactants are [C:1]([O:9][CH3:10])(=[O:8])[C:2]1[CH:7]=[CH:6][CH:5]=[CH:4][CH:3]=1.[NH2:11][C@H:12]1[CH2:17][CH2:16][C@H](O)[CH2:14][CH2:13]1. The catalyst is C1(C)C=CC=CC=1. The product is [C:1]([O:9][C@H:10]1[CH2:16][CH2:17][C@H:12]([NH2:11])[CH2:13][CH2:14]1)(=[O:8])[C:2]1[CH:7]=[CH:6][CH:5]=[CH:4][CH:3]=1. The yield is 0.990. (6) The yield is 0.940. The catalyst is CO. The reactants are [N:1]1([CH2:7][C:8]2[CH:13]=[CH:12][C:11]([NH:14][C:15]3[N:20]=[C:19]([CH2:21][CH2:22][C:23]4[CH:28]=[CH:27][CH:26]=[CH:25][C:24]=4[CH2:29][C:30]([NH2:32])=[O:31])[C:18]([C:33]([F:36])([F:35])[F:34])=[CH:17][N:16]=3)=[CH:10][CH:9]=2)[CH2:6][CH2:5][NH:4][CH2:3][CH2:2]1.C=O.[C:39](O[BH-](OC(=O)C)OC(=O)C)(=O)C.[Na+]. The product is [CH3:39][N:4]1[CH2:3][CH2:2][N:1]([CH2:7][C:8]2[CH:9]=[CH:10][C:11]([NH:14][C:15]3[N:20]=[C:19]([CH2:21][CH2:22][C:23]4[CH:28]=[CH:27][CH:26]=[CH:25][C:24]=4[CH2:29][C:30]([NH2:32])=[O:31])[C:18]([C:33]([F:34])([F:36])[F:35])=[CH:17][N:16]=3)=[CH:12][CH:13]=2)[CH2:6][CH2:5]1. (7) The yield is 0.600. No catalyst specified. The product is [N:8]1[C:9]2[C:4](=[CH:3][C:2]([C:17]3[S:21][C:20]([NH:22][C:23](=[O:29])[O:24][C:25]([CH3:27])([CH3:26])[CH3:28])=[N:19][CH:18]=3)=[CH:11][CH:10]=2)[CH:5]=[CH:6][N:7]=1. The reactants are Br[C:2]1[CH:3]=[C:4]2[C:9](=[CH:10][CH:11]=1)[N:8]=[N:7][CH:6]=[CH:5]2.C([Sn](CCCC)(CCCC)[C:17]1[S:21][C:20]([NH:22][C:23](=[O:29])[O:24][C:25]([CH3:28])([CH3:27])[CH3:26])=[N:19][CH:18]=1)CCC. (8) The reactants are C(OC([N:8]1[C:16]2[C:11](=[CH:12][CH:13]=[CH:14][CH:15]=2)[C:10]([CH2:17][CH:18]([N:20]([CH3:33])[S:21]([C:24]2[C:29]([CH3:30])=[CH:28][C:27]([CH3:31])=[CH:26][C:25]=2[CH3:32])(=[O:23])=[O:22])[CH3:19])=[CH:9]1)=O)(C)(C)C. The catalyst is ClC(Cl)C. The product is [NH:8]1[C:16]2[C:11](=[CH:12][CH:13]=[CH:14][CH:15]=2)[C:10]([CH2:17][CH:18]([N:20]([CH3:33])[S:21]([C:24]2[C:25]([CH3:32])=[CH:26][C:27]([CH3:31])=[CH:28][C:29]=2[CH3:30])(=[O:22])=[O:23])[CH3:19])=[CH:9]1. The yield is 0.380. (9) The reactants are [O:1]=[C:2]1[CH2:6][O:5][C:4]([N:7]2[CH2:12][CH2:11][CH2:10][CH2:9][CH2:8]2)=[C:3]1[C:13]([O:15][CH2:16][CH3:17])=[O:14].[NH:18]1[C:26]2[C:21](=[CH:22][CH:23]=[CH:24][N:25]=2)[C:20]([CH:27]=O)=[CH:19]1.N1CCCCC1. The catalyst is C(O)C. The product is [NH:18]1[C:26]2=[N:25][CH:24]=[CH:23][CH:22]=[C:21]2[C:20]([CH:27]=[C:6]2[O:5][C:4]([N:7]3[CH2:12][CH2:11][CH2:10][CH2:9][CH2:8]3)=[C:3]([C:13]([O:15][CH2:16][CH3:17])=[O:14])[C:2]2=[O:1])=[CH:19]1. The yield is 0.290.